Dataset: Catalyst prediction with 721,799 reactions and 888 catalyst types from USPTO. Task: Predict which catalyst facilitates the given reaction. (1) Product: [Br:1][C:2]1[CH:7]=[CH:6][CH:5]=[C:4]([O:8][CH2:10][CH2:11][O:12][CH3:13])[CH:3]=1. Reactant: [Br:1][C:2]1[CH:3]=[C:4]([OH:8])[CH:5]=[CH:6][CH:7]=1.Cl[CH2:10][CH2:11][O:12][CH3:13].C([O-])([O-])=O.[K+].[K+]. The catalyst class is: 3. (2) Reactant: [CH2:1]([NH2:8])[C:2]1[CH:7]=[CH:6][CH:5]=[CH:4][CH:3]=1.Cl[CH2:10][CH2:11][C:12]([NH:14][C:15]1[CH:16]=[C:17]2[C:21](=[CH:22][CH:23]=1)[NH:20][N:19]=[CH:18]2)=[O:13].CCCCCC. Product: [CH2:1]([NH:8][CH2:10][CH2:11][C:12]([NH:14][C:15]1[CH:16]=[C:17]2[C:21](=[CH:22][CH:23]=1)[NH:20][N:19]=[CH:18]2)=[O:13])[C:2]1[CH:7]=[CH:6][CH:5]=[CH:4][CH:3]=1. The catalyst class is: 9. (3) Reactant: [N:1]1[CH:6]=[CH:5][C:4]([CH2:7][OH:8])=[CH:3][CH:2]=1.[Si:9](Cl)([C:12]([CH3:15])([CH3:14])[CH3:13])([CH3:11])[CH3:10].N1C=CN=C1.O. Product: [Si:9]([O:8][CH2:7][C:4]1[CH:5]=[CH:6][N:1]=[CH:2][CH:3]=1)([C:12]([CH3:15])([CH3:14])[CH3:13])([CH3:11])[CH3:10]. The catalyst class is: 9.